From a dataset of Reaction yield outcomes from USPTO patents with 853,638 reactions. Predict the reaction yield, written as a fraction of the theoretical maximum amount of product (1.0 means a 100% yield; for example, 0.34 means a 34% yield). (1) The reactants are [CH2:1]([O:3][C:4](OCC)=[CH:5][C:6](=[O:11])[C:7]([F:10])([F:9])[F:8])[CH3:2].[NH4+:15].[OH-]. The catalyst is CC#N.O. The product is [NH2:15]/[C:4](/[O:3][CH2:1][CH3:2])=[CH:5]\[C:6](=[O:11])[C:7]([F:10])([F:9])[F:8]. The yield is 0.930. (2) The reactants are [Br:1][C:2]1[CH:8]=[CH:7][C:6]([CH3:9])=[CH:5][C:3]=1[NH2:4].O[CH2:11][CH:12]([CH2:14]O)O.[N+](C1C=CC=CC=1)([O-])=O. The catalyst is S(=O)(=O)(O)O. The product is [Br:1][C:2]1[CH:8]=[CH:7][C:6]([CH3:9])=[C:5]2[C:3]=1[N:4]=[CH:14][CH:12]=[CH:11]2. The yield is 0.520.